This data is from Full USPTO retrosynthesis dataset with 1.9M reactions from patents (1976-2016). The task is: Predict the reactants needed to synthesize the given product. (1) Given the product [NH:33]1[CH:37]=[CH:36][N:35]=[C:34]1[CH2:38][N:8]1[CH2:13][CH2:12][CH:11]([N:14]2[C:27]3[CH:26]=[CH:25][C:24]([C:28]4[NH:32][N:31]=[N:30][N:29]=4)=[CH:23][C:22]=3[O:21][C:20]3[C:15]2=[CH:16][CH:17]=[CH:18][CH:19]=3)[CH2:10][CH2:9]1, predict the reactants needed to synthesize it. The reactants are: C(O)(C(F)(F)F)=O.[NH:8]1[CH2:13][CH2:12][CH:11]([N:14]2[C:27]3[CH:26]=[CH:25][C:24]([C:28]4[NH:32][N:31]=[N:30][N:29]=4)=[CH:23][C:22]=3[O:21][C:20]3[C:15]2=[CH:16][CH:17]=[CH:18][CH:19]=3)[CH2:10][CH2:9]1.[NH:33]1[CH:37]=[CH:36][N:35]=[C:34]1[CH:38]=O.C(O[BH-](OC(=O)C)OC(=O)C)(=O)C.C[N+](C)(C)C. (2) Given the product [CH2:22]([O:23][CH2:24][CH2:25][O:18][C:15]1[CH:14]=[CH:13][C:12]([CH2:11][CH2:10][Ge:9]([C:6]2[CH:5]=[CH:4][C:3]([O:2][CH3:1])=[CH:8][CH:7]=2)([CH3:20])[CH3:19])=[CH:17][CH:16]=1)[CH3:21], predict the reactants needed to synthesize it. The reactants are: [CH3:1][O:2][C:3]1[CH:8]=[CH:7][C:6]([Ge:9]([CH3:20])([CH3:19])[CH2:10][CH2:11][C:12]2[CH:17]=[CH:16][C:15]([OH:18])=[CH:14][CH:13]=2)=[CH:5][CH:4]=1.[CH3:21][CH2:22][O:23][CH2:24][CH2:25]Cl.C(=O)([O-])[O-].[Cs+].[Cs+]. (3) Given the product [C:30]([NH:29][C:26]1[CH:27]=[CH:28][C:23]([O:22][C:16]2[C:15]3[C:20](=[CH:21][C:12]([O:11][CH2:10][CH2:9][C@H:8]([NH:40][C:41]([C:15]([CH3:20])([CH3:16])[CH3:14])=[O:42])[C:7]([OH:6])=[O:48])=[C:13]([O:38][CH3:39])[CH:14]=3)[N:19]=[CH:18][CH:17]=2)=[CH:24][CH:25]=1)(=[O:49])[C:31]1[CH:36]=[CH:35][CH:34]=[CH:33][CH:32]=1, predict the reactants needed to synthesize it. The reactants are: C1([O:6][C:7](=[O:48])[C@@H:8]([NH:40][C:41](OC(C)(C)C)=[O:42])[CH2:9][CH2:10][O:11][C:12]2[CH:21]=[C:20]3[C:15]([C:16]([O:22][C:23]4[CH:28]=[CH:27][C:26]([NH:29][C:30](=O)[C:31]5[CH:36]=[CH:35][CH:34]=[CH:33][CH:32]=5)=[CH:25][CH:24]=4)=[CH:17][CH:18]=[N:19]3)=[CH:14][C:13]=2[O:38][CH3:39])CCCC1.[OH-:49].[Na+]. (4) Given the product [F:42][C:13]([F:12])([C:38]([F:39])([F:40])[F:41])[CH2:14][CH2:15][CH2:16][CH2:17]/[CH:18]=[CH:43]\[C@@H:45]1[CH2:49][CH2:48][CH2:47][N:46]1[C:50]([O:52][C:53]([CH3:54])([CH3:56])[CH3:55])=[O:51], predict the reactants needed to synthesize it. The reactants are: C[Si](C)(C)N[Si](C)(C)C.[Na].[I-].[F:12][C:13]([F:42])([C:38]([F:41])([F:40])[F:39])[CH2:14][CH2:15][CH2:16][CH2:17][CH2:18][P+](C1C=CC=CC=1)(C1C=CC=CC=1)C1C=CC=CC=1.[CH:43]([C@@H:45]1[CH2:49][CH2:48][CH2:47][N:46]1[C:50]([O:52][C:53]([CH3:56])([CH3:55])[CH3:54])=[O:51])=O.CCCCCC. (5) Given the product [CH3:12][O:7][C:6]([C:5]1[S:1][C:2]([C:9]([OH:11])=[O:10])=[CH:3][CH:4]=1)=[O:8], predict the reactants needed to synthesize it. The reactants are: [S:1]1[C:5]([C:6]([OH:8])=[O:7])=[CH:4][CH:3]=[C:2]1[C:9]([OH:11])=[O:10].[C:12](=O)([O-])[O-].[Na+].[Na+].CI. (6) Given the product [OH:2][C:3]1[CH:8]=[CH:7][CH:6]=[CH:5][C:4]=1[C:9]1([CH3:25])[C:13](=[O:14])[N:12]([CH2:15][C:16](=[O:23])[C:17]2[CH:18]=[CH:19][CH:20]=[CH:21][CH:22]=2)[N:11]=[C:10]1[CH3:24], predict the reactants needed to synthesize it. The reactants are: C[O:2][C:3]1[CH:8]=[CH:7][CH:6]=[CH:5][C:4]=1[C:9]1([CH3:25])[C:13](=[O:14])[N:12]([CH2:15][C:16](=[O:23])[C:17]2[CH:22]=[CH:21][CH:20]=[CH:19][CH:18]=2)[N:11]=[C:10]1[CH3:24].C([S-])C.[Na+]. (7) Given the product [CH3:9][C:7]1[N:8]=[C:4]([C:2]([NH2:10])([CH3:3])[CH3:1])[S:5][CH:6]=1, predict the reactants needed to synthesize it. The reactants are: [CH3:1][C:2]([NH:10]C(=O)OCC1C=CC=CC=1)([C:4]1[S:5][CH:6]=[C:7]([CH3:9])[N:8]=1)[CH3:3].C(O)(C(F)(F)F)=O.